From a dataset of Forward reaction prediction with 1.9M reactions from USPTO patents (1976-2016). Predict the product of the given reaction. (1) Given the reactants Cl.[NH2:2][CH:3]([C:34]1[CH:39]=[CH:38][CH:37]=[CH:36][CH:35]=1)[C:4]([NH:6][CH2:7][C:8]1[CH:13]=[CH:12][C:11]([NH:14][C:15]([C:17]2[C:18]([C:23]3[CH:28]=[CH:27][C:26]([C:29]([F:32])([F:31])[F:30])=[CH:25][CH:24]=3)=[CH:19][CH:20]=[CH:21][CH:22]=2)=[O:16])=[C:10]([CH3:33])[CH:9]=1)=[O:5].C1CN([P+](Br)(N2CCCC2)N2CCCC2)CC1.F[P-](F)(F)(F)(F)F.[F:64][C:65]([F:70])([F:69])[C:66](O)=[O:67], predict the reaction product. The product is: [CH3:33][C:10]1[CH:9]=[C:8]([CH2:7][NH:6][C:4](=[O:5])[CH:3]([C:34]2[CH:39]=[CH:38][CH:37]=[CH:36][CH:35]=2)[NH:2][C:66](=[O:67])[C:65]([F:70])([F:69])[F:64])[CH:13]=[CH:12][C:11]=1[NH:14][C:15]([C:17]1[C:18]([C:23]2[CH:28]=[CH:27][C:26]([C:29]([F:30])([F:31])[F:32])=[CH:25][CH:24]=2)=[CH:19][CH:20]=[CH:21][CH:22]=1)=[O:16]. (2) The product is: [C:26]([C:24]1[C:23]([OH:28])=[CH:22][C:21]([OH:36])=[C:20]([CH2:19][CH2:18][CH2:17][O:16][CH2:15][CH2:14][CH2:13][O:12][CH2:11][CH2:10][CH2:9][C:7]2[CH:8]=[C:3]([C:1]#[N:2])[C:4]([OH:52])=[CH:5][C:6]=2[OH:44])[CH:25]=1)#[N:27]. Given the reactants [C:1]([C:3]1[C:4]([O:52]CC2C=CC=CC=2)=[CH:5][C:6]([O:44]CC2C=CC=CC=2)=[C:7]([CH2:9][CH2:10][CH2:11][O:12][CH2:13][CH2:14][CH2:15][O:16][CH2:17][CH2:18][CH2:19][C:20]2[CH:25]=[C:24]([C:26]#[N:27])[C:23]([O:28]CC3C=CC=CC=3)=[CH:22][C:21]=2[O:36]CC2C=CC=CC=2)[CH:8]=1)#[N:2], predict the reaction product. (3) Given the reactants Br[C:2]1[C:22]([F:23])=[CH:21][C:5]2[O:6][C:7]([C:15]3[CH:20]=[CH:19][CH:18]=[CH:17][CH:16]=3)([C:9]3[CH:14]=[CH:13][CH:12]=[CH:11][CH:10]=3)[O:8][C:4]=2[CH:3]=1.C([Li])CCC.[N:29]1([C:35](Cl)=[O:36])[CH2:34][CH2:33][O:32][CH2:31][CH2:30]1.C(=O)(O)[O-].[Na+], predict the reaction product. The product is: [F:23][C:22]1[C:2]([C:35]([N:29]2[CH2:34][CH2:33][O:32][CH2:31][CH2:30]2)=[O:36])=[CH:3][C:4]2[O:8][C:7]([C:15]3[CH:20]=[CH:19][CH:18]=[CH:17][CH:16]=3)([C:9]3[CH:14]=[CH:13][CH:12]=[CH:11][CH:10]=3)[O:6][C:5]=2[CH:21]=1.